This data is from Forward reaction prediction with 1.9M reactions from USPTO patents (1976-2016). The task is: Predict the product of the given reaction. The product is: [Br:20][C:7]([C:5]1[O:6][C:2]([CH3:1])=[CH:3][N:4]=1)([CH3:12])[C:8]([O:10][CH3:11])=[O:9]. Given the reactants [CH3:1][C:2]1[O:6][C:5]([CH:7]([CH3:12])[C:8]([O:10][CH3:11])=[O:9])=[N:4][CH:3]=1.C1C(=O)N([Br:20])C(=O)C1.CC(N=NC(C#N)(C)C)(C#N)C.BrC(C1OC=C(CBr)N=1)(C)C(OC)=O, predict the reaction product.